From a dataset of Catalyst prediction with 721,799 reactions and 888 catalyst types from USPTO. Predict which catalyst facilitates the given reaction. (1) Reactant: [O:1]1[C:9]2[C:4](=[N:5][CH:6]=[CH:7][C:8]=2[CH:10]([CH3:13])[CH2:11][NH2:12])[CH2:3][CH2:2]1.[Cl:14][C:15]1[CH:20]=[C:19](Cl)[N:18]=[CH:17][N:16]=1.CCN(CC)CC.CCOC(C)=O. Product: [Cl:14][C:15]1[N:16]=[CH:17][N:18]=[C:19]([NH:12][CH2:11][CH:10]([C:8]2[CH:7]=[CH:6][N:5]=[C:4]3[CH2:3][CH2:2][O:1][C:9]=23)[CH3:13])[CH:20]=1. The catalyst class is: 41. (2) Reactant: [F:1][C:2]1[C:3]([C:24]([O:26]C)=[O:25])=[N:4][CH:5]=[CH:6][C:7]=1[S:8][C:9]1[S:13][C:12]([NH:14][C:15]2[C:20]3[CH:21]=[CH:22][S:23][C:19]=3[CH:18]=[CH:17][N:16]=2)=[N:11][CH:10]=1.[OH-].[Na+].Cl. Product: [F:1][C:2]1[C:3]([C:24]([OH:26])=[O:25])=[N:4][CH:5]=[CH:6][C:7]=1[S:8][C:9]1[S:13][C:12]([NH:14][C:15]2[C:20]3[CH:21]=[CH:22][S:23][C:19]=3[CH:18]=[CH:17][N:16]=2)=[N:11][CH:10]=1. The catalyst class is: 6. (3) Reactant: [CH3:1][O:2][C:3]1[CH:8]=[CH:7][C:6]([C:9]2[CH:14]=[CH:13][CH:12]=[CH:11][CH:10]=2)=[CH:5][CH:4]=1.[Cl-].[Al+3].[Cl-].[Cl-].[C:19](Cl)(=[O:21])[CH3:20].Cl. Product: [CH3:1][O:2][C:3]1[CH:8]=[CH:7][C:6]([C:9]2[CH:10]=[CH:11][C:12]([C:19](=[O:21])[CH3:20])=[CH:13][CH:14]=2)=[CH:5][CH:4]=1. The catalyst class is: 534. (4) Reactant: [NH:1]([C:3]1[S:4][C:5]2[CH:11]=[CH:10][CH:9]=[CH:8][C:6]=2[N:7]=1)[NH2:2].[OH2:12]. Product: [S:4]1[C:5]2[CH:11]=[CH:10][CH:9]=[CH:8][C:6]=2[N:7]=[C:3]1[N:1]1[C:8](=[O:12])[CH2:6][C:5]([CH3:11])=[N:2]1. The catalyst class is: 15. (5) Reactant: [NH:1]1[CH2:6][CH2:5][O:4][CH2:3][CH2:2]1.[CH3:7][O:8][C:9]1[CH:10]=[C:11]([NH:21][C:22]2[S:23][C:24]([CH:27]=O)=[CH:25][N:26]=2)[CH:12]=[CH:13][C:14]=1[N:15]1[CH:19]=[C:18]([CH3:20])[N:17]=[CH:16]1.O1CCCC1. Product: [CH3:7][O:8][C:9]1[CH:10]=[C:11]([NH:21][C:22]2[S:23][C:24]([CH2:27][N:1]3[CH2:6][CH2:5][O:4][CH2:3][CH2:2]3)=[CH:25][N:26]=2)[CH:12]=[CH:13][C:14]=1[N:15]1[CH:19]=[C:18]([CH3:20])[N:17]=[CH:16]1. The catalyst class is: 2. (6) Reactant: C[Si]([N-][Si](C)(C)C)(C)C.[Li+].[CH3:11][O:12][C:13]1[CH:18]=[CH:17][C:16]([C:19]2[CH:24]=[C:23]([CH3:25])[C:22]([CH2:26][C:27]([O:29][CH3:30])=[O:28])=[CH:21][C:20]=2[CH3:31])=[CH:15][CH:14]=1.[CH3:32]I.[Cl-].[NH4+]. Product: [CH3:11][O:12][C:13]1[CH:14]=[CH:15][C:16]([C:19]2[CH:24]=[C:23]([CH3:25])[C:22]([CH:26]([CH3:32])[C:27]([O:29][CH3:30])=[O:28])=[CH:21][C:20]=2[CH3:31])=[CH:17][CH:18]=1. The catalyst class is: 7. (7) Reactant: COC1C=CC(C[NH:8][C:9]2[C:14]3[C:15]4[CH:21]=[CH:20][C:19]([C:22]5[CH:27]=[CH:26][C:25]([S:28]([CH3:31])(=[O:30])=[O:29])=[CH:24][CH:23]=5)=[CH:18][C:16]=4[S:17][C:13]=3[C:12]([C:32]#[N:33])=[CH:11][N:10]=2)=CC=1.[OH:36]S(O)(=O)=O.[O-]P([O-])([O-])=O.[K+].[K+].[K+]. Product: [NH2:8][C:9]1[C:14]2[C:15]3[CH:21]=[CH:20][C:19]([C:22]4[CH:23]=[CH:24][C:25]([S:28]([CH3:31])(=[O:30])=[O:29])=[CH:26][CH:27]=4)=[CH:18][C:16]=3[S:17][C:13]=2[C:12]([C:32]([NH2:33])=[O:36])=[CH:11][N:10]=1. The catalyst class is: 6.